Dataset: Full USPTO retrosynthesis dataset with 1.9M reactions from patents (1976-2016). Task: Predict the reactants needed to synthesize the given product. (1) Given the product [F:1][C:2]1[CH:3]=[CH:4][C:5]([C:8]2[N:9]=[CH:10][CH2:11][N:12]([C:40](=[CH2:41])[CH2:51][CH2:50][CH2:49][C:44]3[N:45]=[CH:46][CH:47]=[CH:48][N:43]=3)[CH:13]=2)=[CH:6][CH:7]=1, predict the reactants needed to synthesize it. The reactants are: [F:1][C:2]1[CH:7]=[CH:6][C:5]([C:8]2[CH:13]=[N:12][C:11](N3CCN(S(C)(=O)=O)CC3)=[CH:10][N:9]=2)=[CH:4][CH:3]=1.C[Si]([N-][Si](C)(C)C)(C)C.[Li+].P(Cl)(O[CH2:40][CH3:41])(OCC)=O.[N:43]1[CH:48]=[CH:47][CH:46]=[N:45][C:44]=1[CH2:49][CH2:50][CH2:51]C=O. (2) Given the product [NH2:1][C:2]1[CH:17]=[CH:16][C:5]([O:6][C:7]2[C:12]([NH:13][CH3:14])=[C:11]([C:29]#[C:28][C:27]([CH3:30])([O:31][Si:32]([CH3:35])([CH3:34])[CH3:33])[CH3:26])[N:10]=[CH:9][N:8]=2)=[CH:4][C:3]=1[Cl:18], predict the reactants needed to synthesize it. The reactants are: [NH2:1][C:2]1[CH:17]=[CH:16][C:5]([O:6][C:7]2[C:12]([NH:13][CH3:14])=[C:11](I)[N:10]=[CH:9][N:8]=2)=[CH:4][C:3]=1[Cl:18].C(N(CC)CC)C.[CH3:26][C:27]([O:31][Si:32]([CH3:35])([CH3:34])[CH3:33])([CH3:30])[C:28]#[CH:29]. (3) Given the product [CH3:1][O:2][C:3](=[O:17])[O:4][C:5]1[CH:10]=[CH:9][C:8]([NH:11][C:12]([O:14][CH3:15])=[O:13])=[C:7]([C:30]#[C:29][CH2:28][CH2:27][CH2:26][Cl:25])[CH:6]=1, predict the reactants needed to synthesize it. The reactants are: [CH3:1][O:2][C:3](=[O:17])[O:4][C:5]1[CH:10]=[CH:9][C:8]([NH:11][C:12]([O:14][CH3:15])=[O:13])=[C:7](I)[CH:6]=1.C(N(CC)CC)C.[Cl:25][CH2:26][CH2:27][CH2:28][C:29]#[CH:30]. (4) Given the product [Cl:22][C:21]1[C:15]2[C:16](=[N:17][N:13]([CH2:9][CH2:10][C:11]#[C:12][C:2]3[N:3]=[C:4]([CH3:8])[N:5]([CH3:7])[CH:6]=3)[N:14]=2)[CH:18]=[CH:19][CH:20]=1, predict the reactants needed to synthesize it. The reactants are: Br[C:2]1[N:3]=[C:4]([CH3:8])[N:5]([CH3:7])[CH:6]=1.[CH2:9]([N:13]1[N:17]=[C:16]2[CH:18]=[CH:19][CH:20]=[C:21]([Cl:22])[C:15]2=[N:14]1)[CH2:10][C:11]#[CH:12].